Dataset: Ames mutagenicity test results for genotoxicity prediction. Task: Regression/Classification. Given a drug SMILES string, predict its toxicity properties. Task type varies by dataset: regression for continuous values (e.g., LD50, hERG inhibition percentage) or binary classification for toxic/non-toxic outcomes (e.g., AMES mutagenicity, cardiotoxicity, hepatotoxicity). Dataset: ames. (1) The compound is C=C(C)C(=O)OC(C)(C)C. The result is 0 (non-mutagenic). (2) The compound is O=Cc1ccc(Cl)c(Cl)c1. The result is 0 (non-mutagenic). (3) The molecule is Nc1ccc2[nH]c3ccccc3c2c1[N+](=O)[O-]. The result is 1 (mutagenic). (4) The molecule is CC(=O)N(O)c1ccc(Oc2ccccc2)cc1. The result is 1 (mutagenic).